This data is from Forward reaction prediction with 1.9M reactions from USPTO patents (1976-2016). The task is: Predict the product of the given reaction. (1) Given the reactants CN(C(ON1N=NC2C=CC=NC1=2)=[N+](C)C)C.F[P-](F)(F)(F)(F)F.[NH2:25][CH2:26][C:27]1[C:28]([F:44])=[C:29]([O:34][C:35]2[CH:36]=[C:37]([CH:40]=[C:41]([Cl:43])[CH:42]=2)[C:38]#[N:39])[C:30]([Cl:33])=[CH:31][CH:32]=1.[CH3:45][C:46]([O:49][C:50]([NH:52][C:53]1[CH:61]=[C:60]2[C:56]([CH:57]=[C:58]([C:62](O)=[O:63])[NH:59]2)=[CH:55][CH:54]=1)=[O:51])([CH3:48])[CH3:47].CCN(C(C)C)C(C)C, predict the reaction product. The product is: [Cl:33][C:30]1[CH:31]=[CH:32][C:27]([CH2:26][NH:25][C:62]([C:58]2[NH:59][C:60]3[C:56]([CH:57]=2)=[CH:55][CH:54]=[C:53]([NH:52][C:50](=[O:51])[O:49][C:46]([CH3:47])([CH3:45])[CH3:48])[CH:61]=3)=[O:63])=[C:28]([F:44])[C:29]=1[O:34][C:35]1[CH:36]=[C:37]([C:38]#[N:39])[CH:40]=[C:41]([Cl:43])[CH:42]=1. (2) Given the reactants [N+:1]([C:4]1[CH:9]=[CH:8][C:7]([C:10]2[CH:14]=[CH:13][O:12][N:11]=2)=[CH:6][CH:5]=1)([O-])=O.C(O)(=O)C.Cl[Sn]Cl.[OH-].[Na+], predict the reaction product. The product is: [O:12]1[CH:13]=[CH:14][C:10]([C:7]2[CH:8]=[CH:9][C:4]([NH2:1])=[CH:5][CH:6]=2)=[N:11]1. (3) Given the reactants FC(F)(F)S(O[C:7]1[CH2:8][CH2:9][S:10][CH2:11][CH:12]=1)(=O)=O.[CH3:15][C:16]1([CH3:32])[C:20]([CH3:22])([CH3:21])[O:19][B:18]([B:18]2[O:19][C:20]([CH3:22])([CH3:21])[C:16]([CH3:32])([CH3:15])[O:17]2)[O:17]1.C([O-])(=O)C.[K+], predict the reaction product. The product is: [S:10]1[CH2:11][CH:12]=[C:7]([B:18]2[O:19][C:20]([CH3:22])([CH3:21])[C:16]([CH3:32])([CH3:15])[O:17]2)[CH2:8][CH2:9]1. (4) Given the reactants [CH3:1][N:2]1[CH2:7][CH2:6][N:5]([C:8]2[N:13]3[C:14]([CH:32]=O)=[C:15]([CH2:17][N:18]([CH2:29][CH2:30][CH3:31])[C@@H:19]4[C:28]5[N:27]=[CH:26][CH:25]=[CH:24][C:23]=5[CH2:22][CH2:21][CH2:20]4)[N:16]=[C:12]3[CH:11]=[CH:10][CH:9]=2)[CH2:4][CH2:3]1.Cl.[NH2:35]O, predict the reaction product. The product is: [CH3:1][N:2]1[CH2:7][CH2:6][N:5]([C:8]2[N:13]3[C:14]([C:32]#[N:35])=[C:15]([CH2:17][N:18]([CH2:29][CH2:30][CH3:31])[C@@H:19]4[C:28]5[N:27]=[CH:26][CH:25]=[CH:24][C:23]=5[CH2:22][CH2:21][CH2:20]4)[N:16]=[C:12]3[CH:11]=[CH:10][CH:9]=2)[CH2:4][CH2:3]1. (5) Given the reactants [CH2:1]([O:3][C:4]([C:6]1([NH2:9])[CH2:8][CH2:7]1)=[O:5])[CH3:2].Cl[CH2:11][CH2:12][N:13]([CH2:21][CH2:22]Cl)[C:14](=[O:20])[O:15][C:16]([CH3:19])([CH3:18])[CH3:17], predict the reaction product. The product is: [CH2:1]([O:3][C:4]([C:6]1([N:9]2[CH2:22][CH2:21][N:13]([C:14]([O:15][C:16]([CH3:18])([CH3:17])[CH3:19])=[O:20])[CH2:12][CH2:11]2)[CH2:8][CH2:7]1)=[O:5])[CH3:2]. (6) Given the reactants [C:1]([O:5][C:6]([N:8]1[CH2:13][CH2:12][N:11]([C:14]([O:16][C:17]([CH3:20])([CH3:19])[CH3:18])=[O:15])[CH2:10][C@@H:9]1[C:21]([OH:23])=O)=[O:7])([CH3:4])([CH3:3])[CH3:2].CN(C(ON1N=NC2C=CC=NC1=2)=[N+](C)C)C.F[P-](F)(F)(F)(F)F.[CH3:48][CH:49]([CH3:52])[CH2:50][NH2:51].CCN(C(C)C)C(C)C, predict the reaction product. The product is: [CH3:48][CH:49]([CH3:52])[CH2:50][NH:51][C:21]([C@H:9]1[CH2:10][N:11]([C:14]([O:16][C:17]([CH3:19])([CH3:20])[CH3:18])=[O:15])[CH2:12][CH2:13][N:8]1[C:6]([O:5][C:1]([CH3:4])([CH3:2])[CH3:3])=[O:7])=[O:23].